This data is from Reaction yield outcomes from USPTO patents with 853,638 reactions. The task is: Predict the reaction yield, written as a fraction of the theoretical maximum amount of product (1.0 means a 100% yield; for example, 0.34 means a 34% yield). The reactants are Br[C:2]1[CH:7]=[CH:6][C:5]([S:8]([NH2:11])(=[O:10])=[O:9])=[C:4]([NH2:12])[CH:3]=1.C(B(CC)[C:16]1[CH:17]=[N:18][CH:19]=[CH:20][CH:21]=1)C.C([O-])([O-])=O.[Na+].[Na+]. The yield is 0.960. The product is [NH2:12][C:4]1[CH:3]=[C:2]([C:16]2[CH:17]=[N:18][CH:19]=[CH:20][CH:21]=2)[CH:7]=[CH:6][C:5]=1[S:8]([NH2:11])(=[O:10])=[O:9]. The catalyst is COCCOC.Cl[Pd](Cl)([P](C1C=CC=CC=1)(C1C=CC=CC=1)C1C=CC=CC=1)[P](C1C=CC=CC=1)(C1C=CC=CC=1)C1C=CC=CC=1.